Dataset: Forward reaction prediction with 1.9M reactions from USPTO patents (1976-2016). Task: Predict the product of the given reaction. (1) The product is: [C:8]([O:12][C:13]([N:15]1[CH2:19][CH:18]=[CH:17][C@H:16]1[CH2:20][CH2:21][S:24]([CH3:23])(=[O:26])=[O:25])=[O:14])([CH3:11])([CH3:10])[CH3:9]. Given the reactants C(N(CC)CC)C.[C:8]([O:12][C:13]([N:15]1[CH2:19][CH:18]=[CH:17][C@H:16]1[CH2:20][CH2:21]O)=[O:14])([CH3:11])([CH3:10])[CH3:9].[CH3:23][S:24](Cl)(=[O:26])=[O:25], predict the reaction product. (2) Given the reactants [N+](C1C=CC([O:8][P:9]([NH:18][C@@H:19]([CH3:29])[C:20]([O:22][CH2:23][CH:24]([CH2:27][CH3:28])[CH2:25][CH3:26])=[O:21])([O:11][C:12]2[CH:17]=[CH:16][CH:15]=[CH:14][CH:13]=2)=[O:10])=CC=1)([O-])=O.[NH2:32][C:33]1[C:38]2=[CH:39][CH:40]=[C:41]([C@@:42]3([C:51]#[N:52])[C@H:46]([OH:47])[C@H:45]([OH:48])[C@@H:44]([CH2:49]O)[O:43]3)[N:37]2[N:36]=[CH:35][N:34]=1.C([Mg]Cl)(C)(C)C.C1COCC1, predict the reaction product. The product is: [NH2:32][C:33]1[C:38]2=[CH:39][CH:40]=[C:41]([C@:42]3([C:51]#[N:52])[O:43][C@H:44]([CH2:49][O:8][P:9]([NH:18][C@@H:19]([CH3:29])[C:20]([O:22][CH2:23][CH:24]([CH2:25][CH3:26])[CH2:27][CH3:28])=[O:21])([O:11][C:12]4[CH:13]=[CH:14][CH:15]=[CH:16][CH:17]=4)=[O:10])[C@@H:45]([OH:48])[C@H:46]3[OH:47])[N:37]2[N:36]=[CH:35][N:34]=1. (3) Given the reactants [N+:1]([C:4]1[CH:9]=[CH:8][C:7]([CH:10]([CH3:14])[C:11]([OH:13])=[O:12])=[CH:6][CH:5]=1)([O-])=O, predict the reaction product. The product is: [NH2:1][C:4]1[CH:5]=[CH:6][C:7]([CH:10]([CH3:14])[C:11]([OH:13])=[O:12])=[CH:8][CH:9]=1. (4) Given the reactants [C:1](=[S:3])=S.C(Cl)CCl.[CH:8]1[C:18]2[CH2:17][CH2:16][C:15]3[CH:19]=[CH:20][CH:21]=[CH:22][C:14]=3[CH:13]([NH2:23])[C:12]=2[CH:11]=[CH:10][CH:9]=1.CCN(CC)CC, predict the reaction product. The product is: [N:23]([CH:13]1[C:12]2[CH:11]=[CH:10][CH:9]=[CH:8][C:18]=2[CH2:17][CH2:16][C:15]2[CH:19]=[CH:20][CH:21]=[CH:22][C:14]1=2)=[C:1]=[S:3]. (5) Given the reactants [CH:1]([C:3]1[CH2:19][N:6]2[CH:7]=[CH:8][C:9]3[C:10]([CH:11]=[C:12]([C:14]([O:16][CH2:17][CH3:18])=[O:15])[N:13]=3)=[C:5]2[N:4]=1)=[O:2].[BH4-].[Na+], predict the reaction product. The product is: [OH:2][CH2:1][C:3]1[CH2:19][N:6]2[CH:7]=[CH:8][C:9]3[C:10]([CH:11]=[C:12]([C:14]([O:16][CH2:17][CH3:18])=[O:15])[N:13]=3)=[C:5]2[N:4]=1. (6) Given the reactants [CH3:1][N:2]1[CH2:7][CH2:6][NH:5][CH2:4][CH2:3]1.C(N(CC)CC)C.[CH3:15][O:16][C:17]([C:19]1[CH:26]=[CH:25][C:22]([CH2:23]Br)=[CH:21][CH:20]=1)=[O:18], predict the reaction product. The product is: [CH3:1][N:2]1[CH2:7][CH2:6][NH:5][CH2:4][CH:3]1[CH2:23][C:22]1[CH:21]=[CH:20][C:19]([C:17]([O:16][CH3:15])=[O:18])=[CH:26][CH:25]=1. (7) Given the reactants [CH3:1][NH:2][NH:3][C:4]([C:6]1[CH:11]=[CH:10][CH:9]=[CH:8][N:7]=1)=[NH:5].[CH2:12]([O:19][C:20]1[CH:27]=[CH:26][C:23]([CH:24]=O)=[C:22]([OH:28])[CH:21]=1)[C:13]1[CH:18]=[CH:17][CH:16]=[CH:15][CH:14]=1, predict the reaction product. The product is: [CH2:12]([O:19][C:20]1[CH:27]=[CH:26][C:23]([C:24]2[N:2]([CH3:1])[N:3]=[C:4]([C:6]3[CH:11]=[CH:10][CH:9]=[CH:8][N:7]=3)[N:5]=2)=[C:22]([OH:28])[CH:21]=1)[C:13]1[CH:18]=[CH:17][CH:16]=[CH:15][CH:14]=1. (8) Given the reactants [Cl:1][C:2]1[N:3]=[C:4]2[CH:12]=[C:11]([CH3:13])[CH:10]=[N:9][C:5]2=[N:6][C:7]=1Cl.Cl.[NH:15]1[CH2:18][CH:17]([N:19]([CH3:27])[C:20](=[O:26])[O:21][C:22]([CH3:25])([CH3:24])[CH3:23])[CH2:16]1, predict the reaction product. The product is: [Cl:1][C:2]1[N:3]=[C:4]2[CH:12]=[C:11]([CH3:13])[CH:10]=[N:9][C:5]2=[N:6][C:7]=1[N:15]1[CH2:18][CH:17]([N:19]([CH3:27])[C:20](=[O:26])[O:21][C:22]([CH3:23])([CH3:24])[CH3:25])[CH2:16]1.